This data is from Catalyst prediction with 721,799 reactions and 888 catalyst types from USPTO. The task is: Predict which catalyst facilitates the given reaction. (1) Reactant: [F:1][C:2]1[CH:7]=[CH:6][CH:5]=[C:4]([CH:8]=O)[C:3]=1[NH:10][C:11](=[O:17])[O:12][C:13]([CH3:16])([CH3:15])[CH3:14].[NH2:18][CH:19]1[CH2:24][CH2:23][N:22]([CH2:25][C:26]2[CH:31]=[CH:30][CH:29]=[CH:28][CH:27]=2)[CH2:21][CH2:20]1.[BH4-].[Na+]. Product: [CH2:25]([N:22]1[CH2:23][CH2:24][CH:19]([NH:18][CH2:8][C:4]2[CH:5]=[CH:6][CH:7]=[C:2]([F:1])[C:3]=2[NH:10][C:11](=[O:17])[O:12][C:13]([CH3:16])([CH3:15])[CH3:14])[CH2:20][CH2:21]1)[C:26]1[CH:27]=[CH:28][CH:29]=[CH:30][CH:31]=1. The catalyst class is: 8. (2) Reactant: [C:1]1([CH3:17])[CH:6]=[CH:5][C:4]([S:7]([N:10]2[CH:14]=[CH:13][N:12]=[C:11]2[CH:15]=[O:16])(=[O:9])=[O:8])=[CH:3][CH:2]=1.C(O)(C(F)(F)F)=O. Product: [C:1]1([CH3:17])[CH:2]=[CH:3][C:4]([S:7]([N:10]2[CH:14]=[CH:13][N:12]=[C:11]2[CH2:15][OH:16])(=[O:9])=[O:8])=[CH:5][CH:6]=1. The catalyst class is: 2. (3) Reactant: [Br:1][C:2]1[CH:7]=[C:6]([CH:8]2[C:17]3[C:16](=[O:18])[CH2:15][CH:14]([CH2:19][CH2:20][CH3:21])[CH2:13][C:12]=3[NH:11][C:10]([CH3:22])=[C:9]2[C:23]#[N:24])[CH:5]=[C:4]([NH:25][S:26]([CH2:29][CH2:30][CH3:31])(=[O:28])=[O:27])[C:3]=1[NH:32][CH2:33][C:34]1[CH:42]=[CH:41][C:37]([C:38]([OH:40])=O)=[CH:36][CH:35]=1.CN(C(ON1N=NC2C=CC=CC1=2)=[N+](C)C)C.[B-](F)(F)(F)F.C(N(CC)C(C)C)(C)C.[CH3:74][O:75][CH2:76][CH2:77][NH2:78]. Product: [Br:1][C:2]1[CH:7]=[C:6]([CH:8]2[C:17]3[C:16](=[O:18])[CH2:15][CH:14]([CH2:19][CH2:20][CH3:21])[CH2:13][C:12]=3[NH:11][C:10]([CH3:22])=[C:9]2[C:23]#[N:24])[CH:5]=[C:4]([NH:25][S:26]([CH2:29][CH2:30][CH3:31])(=[O:27])=[O:28])[C:3]=1[NH:32][CH2:33][C:34]1[CH:42]=[CH:41][C:37]([C:38]([NH:78][CH2:77][CH2:76][O:75][CH3:74])=[O:40])=[CH:36][CH:35]=1. The catalyst class is: 39. (4) Reactant: [C:1]1([C:20]2[CH:25]=[CH:24][CH:23]=[CH:22][CH:21]=2)[CH:6]=[CH:5][CH:4]=[CH:3][C:2]=1[NH:7][C:8]1[CH:13]=[CH:12][C:11]([C:14]2[CH:19]=[CH:18][CH:17]=[CH:16][CH:15]=2)=[CH:10][CH:9]=1.Br[C:27]1[CH:39]=[CH:38][C:37]2[C:36]3[C:31](=[CH:32][CH:33]=[CH:34][CH:35]=3)[C:30]([C:46]3[CH:51]=[CH:50][CH:49]=[CH:48][CH:47]=3)([C:40]3[CH:45]=[CH:44][CH:43]=[CH:42][CH:41]=3)[C:29]=2[CH:28]=1.C(P(C(C)(C)C)C(C)(C)C)(C)(C)C.CC(C)([O-])C.[Na+]. Product: [C:1]1([C:20]2[CH:25]=[CH:24][CH:23]=[CH:22][CH:21]=2)[CH:6]=[CH:5][CH:4]=[CH:3][C:2]=1[N:7]([C:8]1[CH:13]=[CH:12][C:11]([C:14]2[CH:19]=[CH:18][CH:17]=[CH:16][CH:15]=2)=[CH:10][CH:9]=1)[C:39]1[CH:27]=[CH:28][C:29]2[C:30]([C:46]3[CH:51]=[CH:50][CH:49]=[CH:48][CH:47]=3)([C:40]3[CH:41]=[CH:42][CH:43]=[CH:44][CH:45]=3)[C:31]3[C:36]([C:37]=2[CH:38]=1)=[CH:35][CH:34]=[CH:33][CH:32]=3. The catalyst class is: 164. (5) The catalyst class is: 4. Reactant: C(OC([NH:8][CH:9]1[CH2:13][N:12]([C:14]2[CH:23]=[CH:22][C:17]([C:18]([O:20][CH3:21])=[O:19])=[C:16]([CH3:24])[CH:15]=2)[C:11](=[O:25])[CH2:10]1)=O)(C)(C)C.[C:26]([OH:32])([C:28]([F:31])([F:30])[F:29])=[O:27]. Product: [F:29][C:28]([F:31])([F:30])[C:26]([OH:32])=[O:27].[NH2:8][CH:9]1[CH2:13][N:12]([C:14]2[CH:23]=[CH:22][C:17]([C:18]([O:20][CH3:21])=[O:19])=[C:16]([CH3:24])[CH:15]=2)[C:11](=[O:25])[CH2:10]1. (6) Reactant: F[C:2]1[CH:7]=[CH:6][C:5]([C:8]2[O:12][N:11]=[C:10]([C:13]3[CH:21]=[CH:20][CH:19]=[C:18]4[C:14]=3[CH:15]=[CH:16][N:17]4[CH2:22][C:23]([NH2:25])=[O:24])[N:9]=2)=[CH:4][C:3]=1[CH3:26].[F:27][C:28]([F:33])([F:32])[C@H:29]([OH:31])[CH3:30].[H-].[Na+].O. Product: [CH3:26][C:3]1[CH:4]=[C:5]([C:8]2[O:12][N:11]=[C:10]([C:13]3[CH:21]=[CH:20][CH:19]=[C:18]4[C:14]=3[CH:15]=[CH:16][N:17]4[CH2:22][C:23]([NH2:25])=[O:24])[N:9]=2)[CH:6]=[CH:7][C:2]=1[O:31][C@H:29]([CH3:30])[C:28]([F:33])([F:32])[F:27]. The catalyst class is: 3. (7) Reactant: C[O:2][CH:3](OC)[CH2:4][N:5]1[C:9]2[N:10]=[C:11]([C:20]3[CH:26]=[CH:25][C:23]([NH2:24])=[CH:22][CH:21]=3)[N:12]=[C:13]([N:14]3[CH2:19][CH2:18][O:17][CH2:16][CH2:15]3)[C:8]=2[N:7]=[N:6]1.[CH3:29][O:30][C:31]1[CH:36]=[CH:35][C:34]([N:37]=[C:38]=[O:39])=[CH:33][CH:32]=1. Product: [N:14]1([C:13]2[C:8]3[N:7]=[N:6][N:5]([CH2:4][CH:3]=[O:2])[C:9]=3[N:10]=[C:11]([C:20]3[CH:26]=[CH:25][C:23]([NH:24][C:38]([NH:37][C:34]4[CH:35]=[CH:36][C:31]([O:30][CH3:29])=[CH:32][CH:33]=4)=[O:39])=[CH:22][CH:21]=3)[N:12]=2)[CH2:19][CH2:18][O:17][CH2:16][CH2:15]1. The catalyst class is: 64. (8) Reactant: [Cl:1][C:2]1[CH:3]=[C:4]([CH:12]([C:35]2[NH:39][C:38]([C:40]3[CH:45]=[CH:44][CH:43]=[CH:42][N:41]=3)=[CH:37][CH:36]=2)[CH2:13][C@H:14]2[CH2:34][CH2:33][C:16]3(O[C@H](C4C=CC=CC=4)[C@@H](C4C=CC=CC=4)[O:17]3)[CH2:15]2)[CH:5]=[CH:6][C:7]=1[S:8]([CH3:11])(=[O:10])=[O:9].Cl.C(=O)([O-])O.[Na+]. Product: [Cl:1][C:2]1[CH:3]=[C:4]([CH:12]([C:35]2[NH:39][C:38]([C:40]3[CH:45]=[CH:44][CH:43]=[CH:42][N:41]=3)=[CH:37][CH:36]=2)[CH2:13][C@H:14]2[CH2:34][CH2:33][C:16](=[O:17])[CH2:15]2)[CH:5]=[CH:6][C:7]=1[S:8]([CH3:11])(=[O:9])=[O:10]. The catalyst class is: 54.